Dataset: Forward reaction prediction with 1.9M reactions from USPTO patents (1976-2016). Task: Predict the product of the given reaction. Given the reactants Cl.C[O:3][C:4](=[O:38])[C:5]1[CH:10]=[CH:9][C:8]([O:11][C:12]2[CH:17]=[CH:16][C:15]([CH2:18][C@H:19]([NH2:37])[C:20]3[N:21]([CH2:33][CH2:34][CH2:35][CH3:36])[CH:22]=[C:23]([C:25]4[CH:30]=[CH:29][C:28]([Cl:31])=[CH:27][C:26]=4[Cl:32])[N:24]=3)=[CH:14][CH:13]=2)=[CH:7][CH:6]=1.[F:39][C:40]1[CH:41]=[C:42]([CH:46]=[C:47]([F:49])[CH:48]=1)[C:43]([OH:45])=O, predict the reaction product. The product is: [CH2:33]([N:21]1[CH:22]=[C:23]([C:25]2[CH:30]=[CH:29][C:28]([Cl:31])=[CH:27][C:26]=2[Cl:32])[N:24]=[C:20]1[C@@H:19]([NH:37][C:43](=[O:45])[C:42]1[CH:46]=[C:47]([F:49])[CH:48]=[C:40]([F:39])[CH:41]=1)[CH2:18][C:15]1[CH:16]=[CH:17][C:12]([O:11][C:8]2[CH:9]=[CH:10][C:5]([C:4]([OH:38])=[O:3])=[CH:6][CH:7]=2)=[CH:13][CH:14]=1)[CH2:34][CH2:35][CH3:36].